From a dataset of Forward reaction prediction with 1.9M reactions from USPTO patents (1976-2016). Predict the product of the given reaction. (1) The product is: [Cl:1][C:2]1[CH:7]=[C:6]([N:8]2[C:12]3=[N:13][CH:14]=[CH:15][CH:16]=[C:11]3[N:10]=[CH:9]2)[CH:5]=[CH:4][C:3]=1[CH2:17][C:18]([NH:35][C:32]1[CH:33]=[CH:34][C:29]([CH2:28][N:25]2[CH2:24][CH2:23][N:22]([CH3:21])[CH2:27][CH2:26]2)=[C:30]([C:36]([F:39])([F:38])[F:37])[CH:31]=1)=[O:20]. Given the reactants [Cl:1][C:2]1[CH:7]=[C:6]([N:8]2[C:12]3=[N:13][CH:14]=[CH:15][CH:16]=[C:11]3[N:10]=[CH:9]2)[CH:5]=[CH:4][C:3]=1[CH2:17][C:18]([OH:20])=O.[CH3:21][N:22]1[CH2:27][CH2:26][N:25]([CH2:28][C:29]2[CH:34]=[CH:33][C:32]([NH2:35])=[CH:31][C:30]=2[C:36]([F:39])([F:38])[F:37])[CH2:24][CH2:23]1, predict the reaction product. (2) The product is: [NH2:1][C:4]1[CH:5]=[CH:6][C:7]([CH2:10][CH2:11][CH2:12][C:13]2[CH:14]=[CH:15][C:16]([C:17]([O:19][CH3:20])=[O:18])=[CH:21][CH:22]=2)=[CH:8][CH:9]=1. Given the reactants [N+:1]([C:4]1[CH:9]=[CH:8][C:7]([C:10](=O)[CH:11]=[CH:12][C:13]2[CH:22]=[CH:21][C:16]([C:17]([O:19][CH3:20])=[O:18])=[CH:15][CH:14]=2)=[CH:6][CH:5]=1)([O-])=O.S(=O)(=O)(O)O.[H][H], predict the reaction product. (3) Given the reactants [Si:1]([O:18][CH:19]1[CH2:22][N:21]([C:23]2[S:24][CH:25]=[C:26]([C:28](OCC)=[O:29])[N:27]=2)[CH2:20]1)([C:14]([CH3:17])([CH3:16])[CH3:15])([C:8]1[CH:13]=[CH:12][CH:11]=[CH:10][CH:9]=1)[C:2]1[CH:7]=[CH:6][CH:5]=[CH:4][CH:3]=1.[H-].[Al+3].[Li+].[H-].[H-].[H-].O.O.O.O.O.O.O.O.O.O.S([O-])([O-])(=O)=O.[Mg+2].C(OCC)(=O)C, predict the reaction product. The product is: [Si:1]([O:18][CH:19]1[CH2:22][N:21]([C:23]2[S:24][CH:25]=[C:26]([CH2:28][OH:29])[N:27]=2)[CH2:20]1)([C:14]([CH3:17])([CH3:16])[CH3:15])([C:2]1[CH:3]=[CH:4][CH:5]=[CH:6][CH:7]=1)[C:8]1[CH:13]=[CH:12][CH:11]=[CH:10][CH:9]=1. (4) Given the reactants [Cl:1][C:2]1[C:6]([N:7]([CH2:15][CH3:16])C(=O)OC(C)(C)C)=[CH:5][N:4]([C:17]2[CH:18]=[N:19][CH:20]=[CH:21][CH:22]=2)[N:3]=1.Cl.O1CCOCC1, predict the reaction product. The product is: [ClH:1].[Cl:1][C:2]1[C:6]([NH:7][CH2:15][CH3:16])=[CH:5][N:4]([C:17]2[CH:18]=[N:19][CH:20]=[CH:21][CH:22]=2)[N:3]=1. (5) Given the reactants [CH:1]([C:4]1[CH:22]=[CH:21][CH:20]=[CH:19][C:5]=1[CH2:6][N:7]1[CH:12]=[CH:11][CH:10]=[C:9]([C:13]([O:15]CC)=[O:14])[C:8]1=[O:18])([CH3:3])[CH3:2], predict the reaction product. The product is: [CH:1]([C:4]1[CH:22]=[CH:21][CH:20]=[CH:19][C:5]=1[CH2:6][N:7]1[CH:12]=[CH:11][CH:10]=[C:9]([C:13]([OH:15])=[O:14])[C:8]1=[O:18])([CH3:3])[CH3:2]. (6) Given the reactants CN(CC1C=CC(C#C)=CC=1)C.C[Si]([C:17]#[C:18][C:19]1[CH:26]=[CH:25][C:22]([CH:23]=[O:24])=[CH:21][C:20]=1[F:27])(C)C, predict the reaction product. The product is: [C:18]([C:19]1[CH:26]=[CH:25][C:22]([CH:23]=[O:24])=[CH:21][C:20]=1[F:27])#[CH:17]. (7) Given the reactants [CH3:1][O:2][C:3]1[CH:12]=[C:11]2[C:6]([C:7]([O:13][CH2:14][C:15]3[N:19]4[CH:20]=[C:21]([C:24](O)=[O:25])[CH:22]=[CH:23][C:18]4=[N:17][N:16]=3)=[CH:8][CH:9]=[N:10]2)=[CH:5][CH:4]=1.[CH:27]1([NH2:30])[CH2:29][CH2:28]1.ON1C2N=CC=CC=2N=N1.Cl.C(N=C=NCCCN(C)C)C.C(N(C(C)C)C(C)C)C, predict the reaction product. The product is: [CH:27]1([NH:30][C:24]([C:21]2[CH:22]=[CH:23][C:18]3[N:19]([C:15]([CH2:14][O:13][C:7]4[C:6]5[C:11](=[CH:12][C:3]([O:2][CH3:1])=[CH:4][CH:5]=5)[N:10]=[CH:9][CH:8]=4)=[N:16][N:17]=3)[CH:20]=2)=[O:25])[CH2:29][CH2:28]1. (8) Given the reactants [NH2:1][C@@H:2]([CH2:6][CH2:7][C@H:8]([S:11][S:12][CH3:13])[CH2:9][NH2:10])[C:3]([OH:5])=[O:4].C(=O)(O)[O-].[Na+].[C:19](=O)([O:31]C1C=CC([N+]([O-])=O)=CC=1)[O:20][CH2:21][C:22]1[CH:27]=[CH:26][C:25]([N:28]=[N+:29]=[N-:30])=[CH:24][CH:23]=1.C(N(CC([O-])=O)CC([O-])=O)CN(CC(O)=O)CC(O)=O.[Na+].[Na+], predict the reaction product. The product is: [NH2:1][C@@H:2]([CH2:6][CH2:7][C@H:8]([S:11][S:12][CH3:13])[CH2:9][NH:10][C:19]([O:20][CH2:21][C:22]1[CH:23]=[CH:24][C:25]([N:28]=[N+:29]=[N-:30])=[CH:26][CH:27]=1)=[O:31])[C:3]([OH:5])=[O:4]. (9) Given the reactants [NH:1]1[C:5]([CH2:6][CH2:7][NH:8][C:9]([C:11]2[CH:24]=[C:23]([O:25]C)[C:14]3[NH:15][C:16]([C:18]4[S:19][CH:20]=[CH:21][CH:22]=4)=[N:17][C:13]=3[CH:12]=2)=[O:10])=[CH:4][N:3]=[CH:2]1.B(Br)(Br)Br, predict the reaction product. The product is: [NH:1]1[C:5]([CH2:6][CH2:7][NH:8][C:9]([C:11]2[CH:24]=[C:23]([OH:25])[C:14]3[NH:15][C:16]([C:18]4[S:19][CH:20]=[CH:21][CH:22]=4)=[N:17][C:13]=3[CH:12]=2)=[O:10])=[CH:4][N:3]=[CH:2]1.